From a dataset of Reaction yield outcomes from USPTO patents with 853,638 reactions. Predict the reaction yield, written as a fraction of the theoretical maximum amount of product (1.0 means a 100% yield; for example, 0.34 means a 34% yield). (1) The reactants are Cl[C:2]1[N:7]=[CH:6][C:5]([C@@H:8]([N:13]2[CH2:17][C@H:16]([OH:18])[C@H:15]([NH:19][C:20](=[O:29])[O:21]CC3C=CC=CC=3)[CH2:14]2)[C:9]([F:12])([F:11])[F:10])=[CH:4][CH:3]=1.I[Si](C)(C)C.Cl.[NH2:36][NH2:37]. The catalyst is C(#N)C.C(O)C(C)C. The product is [OH:18][C@H:16]1[CH2:17][N:13]([C@H:8]([C:5]2[CH:6]=[N:7][C:2]([NH:36][NH2:37])=[CH:3][CH:4]=2)[C:9]([F:12])([F:10])[F:11])[CH2:14][C@H:15]1[NH:19][C:20](=[O:29])[O:21][C:5]([CH3:8])([CH3:6])[CH3:4]. The yield is 0.860. (2) The reactants are [F:1][C:2]1[C:3]([N+:16]([O-])=O)=[CH:4][C:5]([N+:13]([O-])=O)=[C:6]([CH:8]=[CH:9]N(C)C)[CH:7]=1. The catalyst is CCO.[Ni]. The product is [F:1][C:2]1[CH:7]=[C:6]2[C:5](=[CH:4][C:3]=1[NH2:16])[NH:13][CH:9]=[CH:8]2. The yield is 0.160. (3) The reactants are [CH2:1]([S:3][C:4]1[CH:9]=[C:8]([Cl:10])[CH:7]=[C:6]([Cl:11])[CH:5]=1)[CH3:2].C([Li])CCC.CN(C)[CH:19]=[O:20]. The catalyst is O1CCCC1. The product is [Cl:10][C:8]1[CH:9]=[C:4]([S:3][CH2:1][CH3:2])[CH:5]=[C:6]([Cl:11])[C:7]=1[CH:19]=[O:20]. The yield is 0.970.